From a dataset of Forward reaction prediction with 1.9M reactions from USPTO patents (1976-2016). Predict the product of the given reaction. Given the reactants [NH2:1][C:2]1[C:19]([OH:20])=[CH:18][C:5]2[CH2:6][CH2:7][N:8](C(OC(C)(C)C)=[O:12])[CH2:9][CH2:10][C:4]=2[CH:3]=1.[CH3:21][N:22]1[C:26]([C:27](Cl)=[O:28])=[CH:25][C:24]([CH3:30])=[N:23]1.CN(C)C=O, predict the reaction product. The product is: [CH3:21][N:22]1[C:26]([C:27]2[O:20][C:19]3[C:2]([N:1]=2)=[CH:3][C:4]2[CH2:10][CH2:9][NH:8][CH2:7][CH2:6][C:5]=2[CH:18]=3)=[CH:25][C:24]([CH3:30])=[N:23]1.[CH3:21][N:22]1[C:26]([C:27]([OH:12])=[O:28])=[CH:25][C:24]([CH3:30])=[N:23]1.